This data is from Catalyst prediction with 721,799 reactions and 888 catalyst types from USPTO. The task is: Predict which catalyst facilitates the given reaction. (1) The catalyst class is: 60. Product: [F:24][C:18]1[CH:19]=[C:20]([CH:21]=[CH:22][C:17]=1[NH:16][C:14]([C:11]1([C:9](=[O:10])[NH:8][C:5]2[CH:4]=[CH:3][C:2]([F:1])=[CH:7][CH:6]=2)[CH2:13][CH2:12]1)=[O:15])[O:23][C:32]1[CH:37]=[CH:36][N:35]=[C:34]([C:38]([NH2:39])=[O:28])[CH:33]=1. Reactant: [F:1][C:2]1[CH:7]=[CH:6][C:5]([NH:8][C:9]([C:11]2([C:14]([NH:16][C:17]3[CH:22]=[CH:21][C:20]([OH:23])=[CH:19][C:18]=3[F:24])=[O:15])[CH2:13][CH2:12]2)=[O:10])=[CH:4][CH:3]=1.CC(C)([O-:28])C.[K+].Cl[C:32]1[CH:37]=[CH:36][N:35]=[C:34]([CH2:38][NH-:39])[CH:33]=1. (2) Reactant: [CH:1]1([CH2:6][N:7]([C:10]2[C:19]([CH:20]=[O:21])=[CH:18][C:17]3[C:12](=[CH:13][CH:14]=[CH:15][CH:16]=3)[N:11]=2)[CH2:8][CH3:9])[CH2:5][CH2:4][CH2:3][CH2:2]1.[BH4-].[Na+].[Cl-].[NH4+].O. Product: [CH:1]1([CH2:6][N:7]([C:10]2[C:19]([CH2:20][OH:21])=[CH:18][C:17]3[C:12](=[CH:13][CH:14]=[CH:15][CH:16]=3)[N:11]=2)[CH2:8][CH3:9])[CH2:5][CH2:4][CH2:3][CH2:2]1. The catalyst class is: 8. (3) Reactant: [CH2:1]([O:3][C:4]([C:6]1[C:11]2[CH2:12][C@@H:13]3[C:18]([CH3:20])([CH3:19])[C@:17]([CH3:21])([C:10]=2[CH:9]=[CH:8][CH:7]=1)[CH2:16][CH2:15][N:14]3CC1C=CC=CC=1)=[O:5])[CH3:2]. Product: [CH2:1]([O:3][C:4]([C:6]1[C:11]2[CH2:12][C@@H:13]3[C:18]([CH3:20])([CH3:19])[C@:17]([CH3:21])([C:10]=2[CH:9]=[CH:8][CH:7]=1)[CH2:16][CH2:15][NH:14]3)=[O:5])[CH3:2]. The catalyst class is: 261. (4) Reactant: [CH:1]([N:4]1[C:8]([C:9]2[S:10][C:11]3[CH2:12][CH2:13][O:14][C:15]4[CH:22]=[C:21]([C:23](=O)[CH3:24])[CH:20]=[CH:19][C:16]=4[C:17]=3[N:18]=2)=[N:7][C:6]([CH3:26])=[N:5]1)([CH3:3])[CH3:2].C([O-])(=O)C.[NH4+].C([BH3-])#[N:33].[Na+].[OH-].[Na+]. Product: [CH:1]([N:4]1[C:8]([C:9]2[S:10][C:11]3[CH2:12][CH2:13][O:14][C:15]4[CH:22]=[C:21]([CH:23]([NH2:33])[CH3:24])[CH:20]=[CH:19][C:16]=4[C:17]=3[N:18]=2)=[N:7][C:6]([CH3:26])=[N:5]1)([CH3:3])[CH3:2]. The catalyst class is: 5. (5) Reactant: [CH:1]1([CH:4]=O)[CH2:3][CH2:2]1.[C:6]([CH2:8][C:9]([O:11]C)=O)#[N:7].[NH2:13][C:14]([NH2:16])=[S:15].N1CCCCC1. Product: [CH:1]1([C:4]2[N:13]=[C:14]([SH:15])[NH:16][C:9](=[O:11])[C:8]=2[C:6]#[N:7])[CH2:3][CH2:2]1. The catalyst class is: 8. (6) Product: [C:18]([NH:2][CH:3]([C:9](=[O:17])[CH2:10][CH2:11][C:12]([O:14][CH2:15][CH3:16])=[O:13])[C:4]([O:6][CH2:7][CH3:8])=[O:5])(=[O:20])[CH3:19]. Reactant: O[N:2]=[C:3]([C:9](=[O:17])[CH2:10][CH2:11][C:12]([O:14][CH2:15][CH3:16])=[O:13])[C:4]([O:6][CH2:7][CH3:8])=[O:5].[C:18](OC(=O)C)(=[O:20])[CH3:19]. The catalyst class is: 183.